This data is from Full USPTO retrosynthesis dataset with 1.9M reactions from patents (1976-2016). The task is: Predict the reactants needed to synthesize the given product. (1) The reactants are: C([O:3][C:4](=[O:34])[CH:5]([O:31][CH2:32][CH3:33])[CH2:6][C:7]1[CH:12]=[CH:11][C:10]([O:13][CH2:14][C:15]2[N:16]=[C:17]([C:21]3[CH:26]=[CH:25][C:24]([CH:27]([CH3:29])[CH3:28])=[CH:23][CH:22]=3)[O:18][C:19]=2[CH3:20])=[CH:9][C:8]=1[CH3:30])C.[Li+].[OH-]. Given the product [CH2:32]([O:31][CH:5]([CH2:6][C:7]1[CH:12]=[CH:11][C:10]([O:13][CH2:14][C:15]2[N:16]=[C:17]([C:21]3[CH:26]=[CH:25][C:24]([CH:27]([CH3:29])[CH3:28])=[CH:23][CH:22]=3)[O:18][C:19]=2[CH3:20])=[CH:9][C:8]=1[CH3:30])[C:4]([OH:34])=[O:3])[CH3:33], predict the reactants needed to synthesize it. (2) Given the product [Cl:1][C:2]1[N:6]([C:7]2[CH:8]=[CH:9][CH:10]=[CH:11][CH:12]=2)[N:5]=[C:4]([CH3:13])[C:3]=1[CH2:14][N:30]1[CH2:31][CH2:32][CH:27]([C:23]2[CH:22]=[C:21]([NH:20][C:18](=[O:19])[CH:17]([CH3:16])[CH3:33])[CH:26]=[CH:25][CH:24]=2)[CH2:28][CH2:29]1, predict the reactants needed to synthesize it. The reactants are: [Cl:1][C:2]1[N:6]([C:7]2[CH:12]=[CH:11][CH:10]=[CH:9][CH:8]=2)[N:5]=[C:4]([CH3:13])[C:3]=1[CH:14]=O.[CH3:16][CH:17]([CH3:33])[C:18]([NH:20][C:21]1[CH:26]=[CH:25][CH:24]=[C:23]([CH:27]2[CH2:32][CH2:31][NH:30][CH2:29][CH2:28]2)[CH:22]=1)=[O:19].